The task is: Predict the reaction yield, written as a fraction of the theoretical maximum amount of product (1.0 means a 100% yield; for example, 0.34 means a 34% yield).. This data is from Reaction yield outcomes from USPTO patents with 853,638 reactions. The reactants are [NH2:1][C:2]1[N:10]=[CH:9][N:8]=[C:7]2[C:3]=1[N:4]=[CH:5][N:6]2[C@H:11]1[C@@H:15]2[O:16][C:17]([CH3:20])([CH3:19])[O:18][C@@H:14]2[C@@H:13]([CH2:21][NH:22][CH:23]2[CH2:26][CH:25]([CH2:27][CH2:28][C:29]([O:31][CH2:32][C:33]3[CH:38]=[CH:37][CH:36]=[CH:35][CH:34]=3)=[O:30])[CH2:24]2)[O:12]1.[BH3-][C:40]#N.[Na+].CC(O)=O.C=O. The catalyst is CO.O. The product is [NH2:1][C:2]1[N:10]=[CH:9][N:8]=[C:7]2[C:3]=1[N:4]=[CH:5][N:6]2[C@H:11]1[C@@H:15]2[O:16][C:17]([CH3:19])([CH3:20])[O:18][C@@H:14]2[C@@H:13]([CH2:21][N:22]([CH3:40])[CH:23]2[CH2:26][CH:25]([CH2:27][CH2:28][C:29]([O:31][CH2:32][C:33]3[CH:34]=[CH:35][CH:36]=[CH:37][CH:38]=3)=[O:30])[CH2:24]2)[O:12]1. The yield is 0.670.